This data is from Reaction yield outcomes from USPTO patents with 853,638 reactions. The task is: Predict the reaction yield, written as a fraction of the theoretical maximum amount of product (1.0 means a 100% yield; for example, 0.34 means a 34% yield). (1) The reactants are CS(C)=O.C(Cl)(=O)C(Cl)=O.[CH3:11][N:12]1[CH2:17][CH2:16][C:15]2[S:18][C:19]([CH2:21][OH:22])=[CH:20][C:14]=2[CH2:13]1.C(N(CC)CC)C. The catalyst is C(Cl)Cl. The product is [CH3:11][N:12]1[CH2:17][CH2:16][C:15]2[S:18][C:19]([CH:21]=[O:22])=[CH:20][C:14]=2[CH2:13]1. The yield is 0.450. (2) The reactants are [Cl:1][C:2]1[CH:24]=[CH:23][C:5]([CH:6]([O:14][C@@H:15]2[CH2:19][CH2:18][N:17]([C:20](Cl)=[O:21])[CH2:16]2)[C:7]2[CH:12]=[CH:11][C:10]([Cl:13])=[CH:9][CH:8]=2)=[CH:4][CH:3]=1.[NH:25]1[CH2:30][CH2:29][CH2:28][CH2:27][CH2:26]1.C(N(CC)CC)C. The catalyst is ClCCl. The product is [N:25]1([C:20]([N:17]2[CH2:18][CH2:19][C@@H:15]([O:14][CH:6]([C:5]3[CH:4]=[CH:3][C:2]([Cl:1])=[CH:24][CH:23]=3)[C:7]3[CH:12]=[CH:11][C:10]([Cl:13])=[CH:9][CH:8]=3)[CH2:16]2)=[O:21])[CH2:30][CH2:29][CH2:28][CH2:27][CH2:26]1. The yield is 0.460. (3) The reactants are FC([I:12])(C1C=CC=CC=1)C(O)=O.[F:13][C:14]1[CH:19]=[C:18](I)[CH:17]=[CH:16][C:15]=1[CH2:21][C:22](O)=O.S(=O)(=O)(O)O.[OH2:30].[CH2:31]([OH:33])[CH3:32]. The catalyst is C1C=CC=CC=1.CCCCCC.C(OCC)(=O)C. The product is [C:31]([O:33][C:19]1[CH:18]=[CH:17][C:16]([I:12])=[C:15]([CH2:21][CH3:22])[C:14]=1[F:13])(=[O:30])[CH3:32]. The yield is 0.730. (4) The reactants are [C:1]([N:8]1[CH2:13][CH2:12][S:11][CH2:10][CH:9]1C(O)=O)([O:3][C:4](C)(C)[CH3:5])=[O:2].Cl.C(OC(=O)[C@H](CS)N)C.C(N(CC)CC)C.BrC(Br)C. The catalyst is C1COCC1. The product is [CH2:4]([O:3][C:1]([N:8]1[CH2:9][CH2:10][S:11][CH2:12][CH2:13]1)=[O:2])[CH3:5]. The yield is 0.870. (5) The reactants are [NH2:1][C:2]1[C:7]([F:8])=[CH:6][CH:5]=[CH:4][C:3]=1[OH:9].[Br:10][C:11]1[CH:12]=[CH:13][C:14]([O:20][CH3:21])=[C:15]([CH:19]=1)[C:16](O)=O. The yield is 0.820. No catalyst specified. The product is [Br:10][C:11]1[CH:12]=[CH:13][C:14]([O:20][CH3:21])=[C:15]([C:16]2[O:9][C:3]3[CH:4]=[CH:5][CH:6]=[C:7]([F:8])[C:2]=3[N:1]=2)[CH:19]=1. (6) The reactants are [Cl:1][C:2]1[CH:3]=[C:4]([CH2:20][CH2:21][OH:22])[CH:5]=[C:6]([Cl:19])[C:7]=1[O:8][C:9]1[N:10]=[N:11][C:12]([Cl:18])=[C:13]([CH:15]([CH3:17])[CH3:16])[CH:14]=1.CC(C)=[O:25].OS(O)(=O)=O.O=[Cr](=O)=O. The catalyst is CC(C)=O. The product is [Cl:1][C:2]1[CH:3]=[C:4]([CH2:20][C:21]([OH:25])=[O:22])[CH:5]=[C:6]([Cl:19])[C:7]=1[O:8][C:9]1[N:10]=[N:11][C:12]([Cl:18])=[C:13]([CH:15]([CH3:17])[CH3:16])[CH:14]=1. The yield is 0.950. (7) The reactants are [CH2:1]([O:8][C:9]1[CH:17]=[C:16]([O:18][CH2:19][C:20]2[CH:25]=[CH:24][CH:23]=[CH:22][CH:21]=2)[C:15]([C:26]([CH3:28])=[CH2:27])=[CH:14][C:10]=1[C:11]([OH:13])=O)[C:2]1[CH:7]=[CH:6][CH:5]=[CH:4][CH:3]=1.[C:29](Cl)(=[O:33])[C:30](Cl)=[O:31].C([N:37]([CH2:40][CH3:41])[CH2:38][CH3:39])C. The catalyst is CN(C=O)C.C(Cl)Cl.C(OCC)(=O)C. The product is [CH2:1]([O:8][C:9]1[CH:17]=[C:16]([O:18][CH2:19][C:20]2[CH:21]=[CH:22][CH:23]=[CH:24][CH:25]=2)[C:15]([C:26]([CH3:28])=[CH2:27])=[CH:14][C:10]=1[C:11]([N:37]1[CH2:38][C:39]2[C:41](=[CH:3][CH:4]=[CH:5][C:6]=2[O:31][CH2:30][CH2:29][O:33][CH2:2][CH2:1][O:8][CH3:9])[CH2:40]1)=[O:13])[C:2]1[CH:3]=[CH:4][CH:5]=[CH:6][CH:7]=1. The yield is 1.00. (8) The reactants are [NH2:1][C:2]1[CH:9]=[CH:8][C:5]([CH2:6][OH:7])=[CH:4][CH:3]=1.[OH-].[Na+].[C:20](O[C:20]([O:22][C:23]([CH3:26])(C)C)=[O:21])([O:22][C:23](C)(C)[CH3:26])=[O:21].O1CCO[CH2:29][CH2:28]1. The catalyst is O.C(OCC)(=O)C. The product is [OH:7][CH2:6][C:5]1[CH:8]=[CH:9][C:2]([NH:1][C:20](=[O:21])[O:22][CH2:23][CH2:26][CH2:28][CH3:29])=[CH:3][CH:4]=1. The yield is 0.870. (9) The reactants are Cl.Cl.NC1N=CN=C2N([CH:21]([C:23]3[O:24][C:25](=[O:45])[C:26]4[C:31]([C:32]=3[C:33]3[S:34][C:35]([CH2:38][N:39]5[CH2:44][CH2:43][NH:42][CH2:41][CH2:40]5)=[CH:36][CH:37]=3)=[CH:30][CH:29]=[CH:28][CH:27]=4)[CH3:22])N=C(C3C=C(O)C=C(F)C=3)C=12.[CH3:46]N(C)CC=CC1C=C(C2C3C(=CC=CC=3)C(=O)OC=2C(O)C)C=CC=1.[CH2:72]([O:79][C:80]1[CH:81]=[C:82]([C:87]2[C:95]3[C:90](=[N:91][CH:92]=[N:93][C:94]=3[NH2:96])[NH:89][N:88]=2)[CH:83]=[C:84]([F:86])[CH:85]=1)C1C=CC=CC=1. No catalyst specified. The product is [NH2:96][C:94]1[N:93]=[CH:92][N:91]=[C:90]2[N:89]([CH:21]([C:23]3[O:24][C:25](=[O:45])[C:26]4[C:31]([C:32]=3[C:33]3[S:34][C:35]([CH2:38][N:39]5[CH2:40][CH2:41][N:42]([CH3:46])[CH2:43][CH2:44]5)=[CH:36][CH:37]=3)=[CH:30][CH:29]=[CH:28][CH:27]=4)[CH3:22])[N:88]=[C:87]([C:82]3[CH:81]=[C:80]([O:79][CH3:72])[CH:85]=[C:84]([F:86])[CH:83]=3)[C:95]=12. The yield is 0.430.